This data is from Full USPTO retrosynthesis dataset with 1.9M reactions from patents (1976-2016). The task is: Predict the reactants needed to synthesize the given product. (1) Given the product [ClH:1].[CH3:16][C:15]1[S:14][C:13]2=[N:17][CH2:18][CH2:19][N:12]2[C:11]=1[C:7]1[C:4]2[CH:5]=[C:6]([CH3:20])[S:2][C:3]=2[CH:10]=[CH:9][CH:8]=1, predict the reactants needed to synthesize it. The reactants are: [ClH:1].[S:2]1[CH:6]=[CH:5][C:4]2[C:7]([C:11]3[N:12]4[CH2:19][CH2:18][N:17]=[C:13]4[S:14][C:15]=3[CH3:16])=[CH:8][CH:9]=[CH:10][C:3]1=2.[C:20](=O)([O-])O.[Na+]. (2) Given the product [NH2:1][C:2]1([CH2:20][O:21][CH2:29][CH2:28][C:27]#[N:30])[C:15]2[CH:14]=[C:13]([O:16][CH3:17])[CH:12]=[C:11]([F:18])[C:10]=2[O:9][C:8]2[C:3]1=[CH:4][C:5]([Br:19])=[CH:6][CH:7]=2, predict the reactants needed to synthesize it. The reactants are: [NH2:1][C:2]1([CH2:20][OH:21])[C:15]2[CH:14]=[C:13]([O:16][CH3:17])[CH:12]=[C:11]([F:18])[C:10]=2[O:9][C:8]2[C:3]1=[CH:4][C:5]([Br:19])=[CH:6][CH:7]=2.C1COCC1.[C:27](#[N:30])[CH:28]=[CH2:29].[OH-].[Na+]. (3) Given the product [F:9][C:10]([F:15])([F:14])[C:11]([OH:13])=[O:12].[C:1]1(=[O:8])[NH:7][CH2:6][CH2:5][CH2:4][CH2:3][CH2:2]1, predict the reactants needed to synthesize it. The reactants are: [C:1]1(=[O:8])[NH:7][CH2:6][CH2:5][CH2:4][CH2:3][CH2:2]1.[F:9][C:10]([F:15])([F:14])[C:11]([OH:13])=[O:12]. (4) Given the product [ClH:34].[C:1]([C:3]1[CH:4]=[C:5]2[C:9](=[CH:10][CH:11]=1)[NH:8][CH:7]=[C:6]2[CH2:12][CH2:13][CH2:14][CH2:15][N:16]1[CH2:17][CH2:18][N:19]([C:22]2[CH:23]=[CH:24][C:25]3[O:29][C:28]([C:30](=[O:32])[NH2:31])=[CH:27][C:26]=3[CH:33]=2)[CH2:20][CH2:21]1)#[N:2].[CH2:35]([OH:38])[C:37]1[CH:5]=[CH:4][CH:3]=[CH:11][CH:10]=1, predict the reactants needed to synthesize it. The reactants are: [C:1]([C:3]1[CH:4]=[C:5]2[C:9](=[CH:10][CH:11]=1)[NH:8][CH:7]=[C:6]2[CH2:12][CH2:13][CH2:14][CH2:15][N:16]1[CH2:21][CH2:20][N:19]([C:22]2[CH:23]=[CH:24][C:25]3[O:29][C:28]([C:30](=[O:32])[NH2:31])=[CH:27][C:26]=3[CH:33]=2)[CH2:18][CH2:17]1)#[N:2].[ClH:34].[CH:35]([OH:38])([CH3:37])C. (5) Given the product [Cl-:21].[Cl:1][N:9]1[C:8]([CH2:7][N+:3]([CH3:2])([CH3:15])[CH2:4][CH2:5][CH3:6])([CH3:14])[CH2:12][O:11][C:10]1=[O:13], predict the reactants needed to synthesize it. The reactants are: [Cl-:1].[CH3:2][N+:3]([CH3:15])([CH2:7][C:8]1([CH3:14])[CH2:12][O:11][C:10](=[O:13])[NH:9]1)[CH2:4][CH2:5][CH3:6].C(O[Cl:21])CCC. (6) Given the product [F:30][C:24]1[CH:25]=[CH:26][CH:27]=[C:28]([F:29])[C:23]=1[NH:22][C:20](=[O:21])[C:19]1[CH:31]=[CH:32][CH:33]=[C:17]([C:9]2[N:10]=[C:11]3[CH:16]=[CH:15][CH:14]=[CH:13][N:12]3[C:8]=2[C:6]2[CH:5]=[CH:4][N:3]=[C:2]([NH:51][C:37]3[CH:38]=[CH:39][C:40]([N:42]4[CH2:47][CH2:46][N:45]([CH2:48][CH2:49][CH3:50])[CH2:44][CH2:43]4)=[CH:41][C:36]=3[O:35][CH3:34])[N:7]=2)[CH:18]=1, predict the reactants needed to synthesize it. The reactants are: Cl[C:2]1[N:7]=[C:6]([C:8]2[N:12]3[CH:13]=[CH:14][CH:15]=[CH:16][C:11]3=[N:10][C:9]=2[C:17]2[CH:18]=[C:19]([CH:31]=[CH:32][CH:33]=2)[C:20]([NH:22][C:23]2[C:28]([F:29])=[CH:27][CH:26]=[CH:25][C:24]=2[F:30])=[O:21])[CH:5]=[CH:4][N:3]=1.[CH3:34][O:35][C:36]1[CH:41]=[C:40]([N:42]2[CH2:47][CH2:46][N:45]([CH2:48][CH2:49][CH3:50])[CH2:44][CH2:43]2)[CH:39]=[CH:38][C:37]=1[NH2:51].Cl.O1CCOCC1.C[O-].[Na+].